This data is from Full USPTO retrosynthesis dataset with 1.9M reactions from patents (1976-2016). The task is: Predict the reactants needed to synthesize the given product. (1) The reactants are: [N+:1]([C:4]1[CH:10]=[C:9](B2OC(C)(C)C(C)(C)O2)[CH:8]=[CH:7][C:5]=1[NH2:6])([O-:3])=[O:2].Cl[C:21]1[C:30]([N:31]2[CH2:35][CH2:34][CH2:33][C@@H:32]2[CH3:36])=[N:29][C:28]2[C:23](=[CH:24][CH:25]=[C:26]([C:37]([O:39][CH3:40])=[O:38])[CH:27]=2)[N:22]=1.C(=O)([O-])[O-].[Na+].[Na+]. Given the product [NH2:6][C:5]1[CH:7]=[CH:8][C:9]([C:21]2[C:30]([N:31]3[CH2:35][CH2:34][CH2:33][C@@H:32]3[CH3:36])=[N:29][C:28]3[C:23](=[CH:24][CH:25]=[C:26]([C:37]([O:39][CH3:40])=[O:38])[CH:27]=3)[N:22]=2)=[CH:10][C:4]=1[N+:1]([O-:3])=[O:2], predict the reactants needed to synthesize it. (2) Given the product [C:30]([NH:29][C:19]1[S:20][CH2:21][C@@H:22]2[CH2:23][C@H:24]([C:27]([OH:6])=[O:28])[O:25][CH2:26][C@:17]2([C:15]2[CH:16]=[C:11]([Br:10])[CH:12]=[CH:13][C:14]=2[F:38])[N:18]=1)(=[O:37])[C:31]1[CH:32]=[CH:33][CH:34]=[CH:35][CH:36]=1, predict the reactants needed to synthesize it. The reactants are: O.C[N+]1([O-])CC[O:6]CC1.[Br:10][C:11]1[CH:12]=[CH:13][C:14]([F:38])=[C:15]([C@:17]23[CH2:26][O:25][C@@H:24]([CH2:27][OH:28])[CH2:23][C@H:22]2[CH2:21][S:20][C:19]([NH:29][C:30](=[O:37])[C:31]2[CH:36]=[CH:35][CH:34]=[CH:33][CH:32]=2)=[N:18]3)[CH:16]=1.CC(O)C. (3) Given the product [C:39]([O:43][C:44]([N:46]1[CH2:51][CH2:50][C:49]([C:52](=[O:53])[NH:38][CH2:37][CH2:36][C:33]2[CH:34]=[CH:35][C:30]([CH2:28][CH3:29])=[CH:31][CH:32]=2)([CH2:55][C:56]2[CH:61]=[CH:60][CH:59]=[CH:58][C:57]=2[F:62])[CH2:48][CH2:47]1)=[O:45])([CH3:41])([CH3:42])[CH3:40], predict the reactants needed to synthesize it. The reactants are: F[P-](F)(F)(F)(F)F.N1(O[P+](N(C)C)(N(C)C)N(C)C)C2C=CC=CC=2N=N1.[CH2:28]([C:30]1[CH:35]=[CH:34][C:33]([CH2:36][CH2:37][NH2:38])=[CH:32][CH:31]=1)[CH3:29].[C:39]([O:43][C:44]([N:46]1[CH2:51][CH2:50][C:49]([CH2:55][C:56]2[CH:61]=[CH:60][CH:59]=[CH:58][C:57]=2[F:62])([C:52](O)=[O:53])[CH2:48][CH2:47]1)=[O:45])([CH3:42])([CH3:41])[CH3:40].C(N(CC)CC)C. (4) Given the product [C:22]1([C:2]2[CH:3]=[CH:23][CH:22]=[CH:2][CH:3]=2)[CH:23]=[CH:24][CH:25]=[CH:26][CH:27]=1, predict the reactants needed to synthesize it. The reactants are: O[C@H:2]([C:22]1[CH:27]=[CH:26][CH:25]=[CH:24][CH:23]=1)[CH2:3]N(CCOC1C=CC(I)=CC=1)C(=O)OC(C)(C)C.B(O)(O)O.ClCCl.C(=O)([O-])[O-].[Na+].[Na+]. (5) Given the product [Cl:3][C:2]1[N:1]=[C:8]([S:28][CH2:27][C:21]2[CH:22]=[CH:23][CH:24]=[C:25]([F:26])[C:20]=2[F:19])[N:7]=[C:5]([NH:13][C@H:14]([CH3:15])[CH2:16][OH:29])[N:4]=1, predict the reactants needed to synthesize it. The reactants are: [N:1]1[C:8](Cl)=[N:7][C:5](Cl)=[N:4][C:2]=1[Cl:3].C([N:13](CC)[CH:14]([CH3:16])[CH3:15])(C)C.[F:19][C:20]1[C:25]([F:26])=[CH:24][CH:23]=[CH:22][C:21]=1[CH2:27][SH:28].[O:29]1CCCC1.